Dataset: Forward reaction prediction with 1.9M reactions from USPTO patents (1976-2016). Task: Predict the product of the given reaction. (1) Given the reactants [NH2:1][C:2]1[CH:3]=[CH:4][C:5]2[C:11]([CH3:13])([CH3:12])[CH2:10][CH2:9][C:8](=[O:14])[N:7]([CH2:15][CH3:16])[C:6]=2[CH:17]=1.Cl[C:19]1[N:24]=[C:23]([NH:25][C:26]2[CH:31]=[CH:30][C:29]([N:32]([CH3:34])[CH3:33])=[CH:28][C:27]=2[S:35]([N:38]([CH3:40])[CH3:39])(=[O:37])=[O:36])[C:22]([Cl:41])=[CH:21][N:20]=1, predict the reaction product. The product is: [Cl:41][C:22]1[C:23]([NH:25][C:26]2[CH:31]=[CH:30][C:29]([N:32]([CH3:34])[CH3:33])=[CH:28][C:27]=2[S:35]([N:38]([CH3:40])[CH3:39])(=[O:37])=[O:36])=[N:24][C:19]([NH:1][C:2]2[CH:3]=[CH:4][C:5]3[C:11]([CH3:12])([CH3:13])[CH2:10][CH2:9][C:8](=[O:14])[N:7]([CH2:15][CH3:16])[C:6]=3[CH:17]=2)=[N:20][CH:21]=1. (2) Given the reactants [CH2:1]([N:13]1[N:17]=[C:16]2[CH:18]=[CH:19][CH:20]=[CH:21][C:15]2=[N:14]1)[CH2:2][CH2:3][CH2:4][CH2:5][CH2:6][CH2:7][CH2:8][CH2:9][CH2:10][CH2:11][CH3:12].[BrH:22].[Br:23]Br.C([O-])(O)=O.[Na+], predict the reaction product. The product is: [Br:22][C:18]1[C:16]2[C:15](=[N:14][N:13]([CH2:1][CH2:2][CH2:3][CH2:4][CH2:5][CH2:6][CH2:7][CH2:8][CH2:9][CH2:10][CH2:11][CH3:12])[N:17]=2)[C:21]([Br:23])=[CH:20][CH:19]=1.